This data is from Full USPTO retrosynthesis dataset with 1.9M reactions from patents (1976-2016). The task is: Predict the reactants needed to synthesize the given product. (1) Given the product [Cl-:1].[OH:65][C:52]([C:53]1[CH:58]=[CH:57][CH:56]=[CH:55][CH:54]=1)([C:59]1[CH:64]=[CH:63][CH:62]=[CH:61][CH:60]=1)[C:51]([O:50][C@@H:44]1[CH:45]2[CH2:46][CH2:47][N+:42]([CH2:15][C:16](=[O:24])[NH:17][C:18]3[N:19]=[C:20]([CH3:21])[CH:37]=[CH:36][N:35]=3)([CH2:49][CH2:48]2)[CH2:43]1)=[O:66], predict the reactants needed to synthesize it. The reactants are: [Cl-:1].OC(C1SC=CC=1)(C1SC=CC=1)C(O[C@@H]1C2CC[N+]([CH2:15][C:16](=[O:24])[NH:17][C:18]3C=N[CH:21]=[CH:20][N:19]=3)(CC2)C1)=O.[N:35]1C=CN=[CH:37][C:36]=1N.[N:42]12[CH2:49][CH2:48][CH:45]([CH2:46][CH2:47]1)[C@@H:44]([O:50][C:51](=[O:66])[C:52]([OH:65])([C:59]1[CH:64]=[CH:63][CH:62]=[CH:61][CH:60]=1)[C:53]1[CH:58]=[CH:57][CH:56]=[CH:55][CH:54]=1)[CH2:43]2.CC1C=CN=C(N)N=1. (2) Given the product [Cl:1][C:2]1[C:3]([CH:26]=[CH2:27])=[C:4]([CH:9]=[C:10]([CH2:14][C:15]2[CH:20]=[CH:19][C:18]([N:21]3[CH:25]=[CH:24][CH:23]=[N:22]3)=[CH:17][CH:16]=2)[C:11]=1[O:12][CH3:13])[C:5]([OH:7])=[O:6], predict the reactants needed to synthesize it. The reactants are: [Cl:1][C:2]1[C:3]([CH:26]=[CH2:27])=[C:4]([CH:9]=[C:10]([CH2:14][C:15]2[CH:20]=[CH:19][C:18]([N:21]3[CH:25]=[CH:24][CH:23]=[N:22]3)=[CH:17][CH:16]=2)[C:11]=1[O:12][CH3:13])[C:5]([O:7]C)=[O:6].O.O.[OH-].[Li+].Cl. (3) Given the product [CH3:4][C:2]([N:5]1[CH:9]=[C:8]([C:10]2[N:11]=[C:12]([NH:20][CH2:21][C@:22]3([F:35])[CH2:27][CH2:26][CH2:25][NH:24][CH2:23]3)[C:13]3[CH:14]=[CH:15][CH:16]=[N:17][C:18]=3[CH:19]=2)[CH:7]=[N:6]1)([CH3:1])[CH3:3], predict the reactants needed to synthesize it. The reactants are: [CH3:1][C:2]([N:5]1[CH:9]=[C:8]([C:10]2[CH:19]=[C:18]3[C:13]([CH:14]=[CH:15][CH:16]=[N:17]3)=[C:12]([NH:20][CH2:21][C@:22]3([F:35])[CH2:27][CH2:26][CH2:25][N:24](C(OC(C)(C)C)=O)[CH2:23]3)[N:11]=2)[CH:7]=[N:6]1)([CH3:4])[CH3:3].C(O)(C(F)(F)F)=O. (4) Given the product [CH3:1][C:2]1[CH:7]=[CH:6][C:5]([C:8]2[O:9][C:10]([CH3:13])=[N:11][N:12]=2)=[CH:4][C:3]=1[C:14]1[CH:19]=[CH:18][C:17]([C:20]([N:22]([CH3:32])[CH2:23][C:24]2[CH:25]=[CH:26][C:27]([CH3:30])=[CH:28][CH:29]=2)=[O:21])=[CH:16][CH:15]=1, predict the reactants needed to synthesize it. The reactants are: [CH3:1][C:2]1[CH:7]=[CH:6][C:5]([C:8]2[O:9][C:10]([CH3:13])=[N:11][N:12]=2)=[CH:4][C:3]=1[C:14]1[CH:19]=[CH:18][C:17]([C:20]([NH:22][CH2:23][C:24]2[CH:29]=[CH:28][C:27]([CH3:30])=[CH:26][CH:25]=2)=[O:21])=[CH:16][CH:15]=1.I[CH3:32]. (5) Given the product [Cl:1][C:2]1[CH:3]=[C:4]([N:5]=[C:15]=[S:16])[CH:6]=[CH:7][C:8]=1[C:9]1[N:10]=[N:11][CH:12]=[CH:13][CH:14]=1, predict the reactants needed to synthesize it. The reactants are: [Cl:1][C:2]1[CH:3]=[C:4]([CH:6]=[CH:7][C:8]=1[C:9]1[N:10]=[N:11][CH:12]=[CH:13][CH:14]=1)[NH2:5].[C:15](N1C=CN=C1)(N1C=CN=C1)=[S:16]. (6) Given the product [F:1][C:2]1[CH:7]=[CH:6][C:5]([C:8]([N:10]2[CH2:15][CH2:14][CH2:13][C@H:12]([N:26]3[N:27]=[N:28][C:24]([C:20]4[CH:21]=[CH:22][CH:23]=[C:18]([F:17])[CH:19]=4)=[N:25]3)[CH2:11]2)=[O:9])=[CH:4][CH:3]=1, predict the reactants needed to synthesize it. The reactants are: [F:1][C:2]1[CH:7]=[CH:6][C:5]([C:8]([N:10]2[CH2:15][CH2:14][CH2:13][C@@H:12](O)[CH2:11]2)=[O:9])=[CH:4][CH:3]=1.[F:17][C:18]1[CH:19]=[C:20]([C:24]2[NH:28][N:27]=[N:26][N:25]=2)[CH:21]=[CH:22][CH:23]=1. (7) Given the product [C:1]([O:5][C:6](=[O:16])[NH:7][C@@H:8]([CH3:15])[C:9]([C:18]1[CH:23]=[C:22]([F:24])[CH:21]=[C:20]([F:25])[CH:19]=1)=[O:10])([CH3:2])([CH3:3])[CH3:4], predict the reactants needed to synthesize it. The reactants are: [C:1]([O:5][C:6](=[O:16])[NH:7][C@@H:8]([CH3:15])[C:9](N(OC)C)=[O:10])([CH3:4])([CH3:3])[CH3:2].Br[C:18]1[CH:23]=[C:22]([F:24])[CH:21]=[C:20]([F:25])[CH:19]=1.C(OC(=O)N[C@H](C)C(N(OC)C)=O)(C)(C)C.COC1C=CC(Br)=CC=1. (8) The reactants are: Cl.[CH2:2]1[C:11]2[C:6](=[CH:7][CH:8]=[C:9]([C:12]([O:14][CH3:15])=[O:13])[CH:10]=2)[CH2:5][CH2:4][NH:3]1.CCN(C(C)C)C(C)C.[CH3:25][C:26]([O:29][C:30](O[C:30]([O:29][C:26]([CH3:28])([CH3:27])[CH3:25])=[O:31])=[O:31])([CH3:28])[CH3:27]. Given the product [CH2:2]1[C:11]2[C:6](=[CH:7][CH:8]=[C:9]([C:12]([O:14][CH3:15])=[O:13])[CH:10]=2)[CH2:5][CH2:4][N:3]1[C:30]([O:29][C:26]([CH3:28])([CH3:27])[CH3:25])=[O:31], predict the reactants needed to synthesize it.